Dataset: Reaction yield outcomes from USPTO patents with 853,638 reactions. Task: Predict the reaction yield, written as a fraction of the theoretical maximum amount of product (1.0 means a 100% yield; for example, 0.34 means a 34% yield). The reactants are Cl[C:2]1[C:7]([CH3:8])=[C:6]([CH3:9])[N:5]=[C:4]([NH2:10])[N:3]=1. The catalyst is N.CO.[Pd]. The product is [CH3:9][C:6]1[C:7]([CH3:8])=[CH:2][N:3]=[C:4]([NH2:10])[N:5]=1. The yield is 0.900.